This data is from NCI-60 drug combinations with 297,098 pairs across 59 cell lines. The task is: Regression. Given two drug SMILES strings and cell line genomic features, predict the synergy score measuring deviation from expected non-interaction effect. (1) Drug 1: COC1=CC(=CC(=C1O)OC)C2C3C(COC3=O)C(C4=CC5=C(C=C24)OCO5)OC6C(C(C7C(O6)COC(O7)C8=CC=CS8)O)O. Drug 2: C1=CN(C(=O)N=C1N)C2C(C(C(O2)CO)O)O.Cl. Cell line: NCIH23. Synergy scores: CSS=73.4, Synergy_ZIP=1.50, Synergy_Bliss=1.65, Synergy_Loewe=3.35, Synergy_HSA=5.87. (2) Drug 1: C1C(C(OC1N2C=C(C(=O)NC2=O)F)CO)O. Drug 2: C1=CC=C(C=C1)NC(=O)CCCCCCC(=O)NO. Cell line: HCT-15. Synergy scores: CSS=10.1, Synergy_ZIP=-3.03, Synergy_Bliss=2.43, Synergy_Loewe=-4.24, Synergy_HSA=1.33. (3) Drug 1: CN(C)C1=NC(=NC(=N1)N(C)C)N(C)C. Drug 2: C#CCC(CC1=CN=C2C(=N1)C(=NC(=N2)N)N)C3=CC=C(C=C3)C(=O)NC(CCC(=O)O)C(=O)O. Cell line: UO-31. Synergy scores: CSS=-1.56, Synergy_ZIP=0.960, Synergy_Bliss=0.517, Synergy_Loewe=-1.02, Synergy_HSA=-1.16. (4) Drug 1: C1=NC2=C(N1)C(=S)N=C(N2)N. Drug 2: C1=NC2=C(N=C(N=C2N1C3C(C(C(O3)CO)O)F)Cl)N. Cell line: LOX IMVI. Synergy scores: CSS=34.0, Synergy_ZIP=-0.0480, Synergy_Bliss=-3.74, Synergy_Loewe=-3.78, Synergy_HSA=-1.29.